Dataset: Catalyst prediction with 721,799 reactions and 888 catalyst types from USPTO. Task: Predict which catalyst facilitates the given reaction. (1) Reactant: [C:1]1([C@@H:7]2[CH2:9][C@H:8]2[NH:10][CH2:11][CH:12]2[CH2:18][CH2:17][CH2:16][N:15](C(OC(C)(C)C)=O)[CH2:14][CH2:13]2)[CH:6]=[CH:5][CH:4]=[CH:3][CH:2]=1.[ClH:26].O1CCOCC1. Product: [ClH:26].[NH:15]1[CH2:16][CH2:17][CH2:18][CH:12]([CH2:11][NH:10][C@@H:8]2[CH2:9][C@H:7]2[C:1]2[CH:2]=[CH:3][CH:4]=[CH:5][CH:6]=2)[CH2:13][CH2:14]1. The catalyst class is: 22. (2) Reactant: [O:1]=[C:2]([N:19]1[C:27]2[C:22](=[CH:23][CH:24]=[C:25]([C:28]3[CH:33]=[CH:32][N:31]=[CH:30][CH:29]=3)[CH:26]=2)[CH2:21][CH2:20]1)[C@@H:3]([NH:11]C(=O)OC(C)(C)C)[CH2:4][C:5]1[CH:10]=[CH:9][CH:8]=[CH:7][CH:6]=1.C(O)(C(F)(F)F)=O. Product: [NH2:11][C@@H:3]([CH2:4][C:5]1[CH:10]=[CH:9][CH:8]=[CH:7][CH:6]=1)[C:2]([N:19]1[C:27]2[C:22](=[CH:23][CH:24]=[C:25]([C:28]3[CH:33]=[CH:32][N:31]=[CH:30][CH:29]=3)[CH:26]=2)[CH2:21][CH2:20]1)=[O:1]. The catalyst class is: 2.